This data is from Drug-target binding data from BindingDB using IC50 measurements. The task is: Regression. Given a target protein amino acid sequence and a drug SMILES string, predict the binding affinity score between them. We predict pIC50 (pIC50 = -log10(IC50 in M); higher means more potent). Dataset: bindingdb_ic50. (1) The compound is CC(C)(C)C#C/C=C/CNc1cccc2[nH]c(=O)ccc12. The target protein (P23316) has sequence MHNINNGYVPNREKTITKRKVRLVGGKAGNLVLENPVPTELRKVLTRTESPFGEFTNMTYTACTSQPDTFSAEGFTLRAAKYGRETEIVICITMYNEDEVAFARTMHGVMKNIAHLCSRHKSKIWGKDSWKKVQVIIVADGRNKVQQSVLELLTATGCYQENLARPYVNNSKVNAHLFEYTTQISIDENLKFKGDEKNLAPVQVLFCLKESNQKKINSHRWLFNAFCPVLDPNVIVLLDVGTKPDNHAIYNLWKAFDRDSNVAGAAGEIKAMKGKGWINLTNPLVASQNFEYKLSNILDKPLESLFGYISVLPGALSAYRYIALKNHDDGTGPLASYFKGEDLLCSHDKDKENTKANFFEANMYLAEDRILCWELVSKRNDNWVLKFVKSATGETDVPETIAEFLSQRRRWINGAFFAALYSLYHFRKIWTTDHSYARKFWLHVEEFIYQLVSLLFSFFSLSNFYLTFYFLTGSLVSYKSLGKKGGFWIFTLFNYLCIGV.... The pIC50 is 7.2. (2) The small molecule is COc1ccc(C2(C(=O)O)CCCCC2)cc1[C@H]1O[C@@H](C)[C@@H](O)[C@H](O)[C@@H]1O. The target protein (P14151) has sequence MIFPWKCQSTQRDLWNIFKLWGWTMLCCDFLAHHGTDCWTYHYSEKPMNWQRARRFCRDNYTDLVAIQNKAEIEYLEKTLPFSRSYYWIGIRKIGGIWTWVGTNKSLTEEAENWGDGEPNNKKNKEDCVEIYIKRNKDAGKWNDDACHKLKAALCYTASCQPWSCSGHGECVEIINNYTCNCDVGYYGPQCQFVIQCEPLEAPELGTMDCTHPLGNFSFSSQCAFSCSEGTNLTGIEETTCGPFGNWSSPEPTCQVIQCEPLSAPDLGIMNCSHPLASFSFTSACTFICSEGTELIGKKKTICESSGIWSNPSPICQKLDKSFSMIKEGDYNPLFIPVAVMVTAFSGLAFIIWLARRLKKGKKSKRSMNDPY. The pIC50 is 4.0. (3) The compound is COc1cccc(OC)c1C(=O)c1c(O)cc(C)c(OC)c1C1=C(c2c(OC)cccc2OC)c2c(O)cc(C)c(OC)c2C1=O. The target protein (Q14721) has sequence MPAGMTKHGSRSTSSLPPEPMEIVRSKACSRRVRLNVGGLAHEVLWRTLDRLPRTRLGKLRDCNTHDSLLEVCDDYSLDDNEYFFDRHPGAFTSILNFYRTGRLHMMEEMCALSFSQELDYWGIDEIYLESCCQARYHQKKEQMNEELKREAETLREREGEEFDNTCCAEKRKKLWDLLEKPNSSVAAKILAIISIMFIVLSTIALSLNTLPELQSLDEFGQSTDNPQLAHVEAVCIAWFTMEYLLRFLSSPKKWKFFKGPLNAIDLLAILPYYVTIFLTESNKSVLQFQNVRRVVQIFRIMRILRILKLARHSTGLQSLGFTLRRSYNELGLLILFLAMGIMIFSSLVFFAEKDEDDTKFKSIPASFWWATITMTTVGYGDIYPKTLLGKIVGGLCCIAGVLVIALPIPIIVNNFSEFYKEQKRQEKAIKRREALERAKRNGSIVSMNMKDAFARSIEMMDIVVEKNGENMGKKDKVQDNHLSPNKWKWTKRTLSETSS.... The pIC50 is 6.2.